From a dataset of Reaction yield outcomes from USPTO patents with 853,638 reactions. Predict the reaction yield, written as a fraction of the theoretical maximum amount of product (1.0 means a 100% yield; for example, 0.34 means a 34% yield). (1) The product is [CH:1]1([C:7]2[C:15]3[C:10](=[N:11][CH:12]=[C:13]([C:16]4[CH:17]=[C:18]([OH:22])[CH:19]=[CH:20][CH:21]=4)[CH:14]=3)[NH:9][CH:8]=2)[CH2:2][CH2:3][CH2:4][CH2:5][CH2:6]1. The yield is 0.370. The reactants are [C:1]1([C:7]2[C:15]3[C:10](=[N:11][CH:12]=[C:13]([C:16]4[CH:17]=[C:18]([OH:22])[CH:19]=[CH:20][CH:21]=4)[CH:14]=3)[NH:9][CH:8]=2)[CH2:6][CH2:5][CH2:4][CH2:3][CH:2]=1. The catalyst is CO.[Pd]. (2) The reactants are [C:1]([C:5]1[CH:6]=[C:7]([CH2:17][OH:18])[N:8]([C:10]2[CH:15]=[CH:14][C:13]([CH3:16])=[CH:12][CH:11]=2)[N:9]=1)([CH3:4])([CH3:3])[CH3:2].C(Cl)Cl.CC(OI1(OC(C)=O)(OC(C)=O)OC(=O)C2C=CC=CC1=2)=O. The catalyst is O. The product is [C:1]([C:5]1[CH:6]=[C:7]([CH:17]=[O:18])[N:8]([C:10]2[CH:11]=[CH:12][C:13]([CH3:16])=[CH:14][CH:15]=2)[N:9]=1)([CH3:4])([CH3:2])[CH3:3]. The yield is 0.970.